From a dataset of Catalyst prediction with 721,799 reactions and 888 catalyst types from USPTO. Predict which catalyst facilitates the given reaction. (1) Reactant: [NH2:1][C:2]1[CH:10]=[CH:9][C:8]([F:11])=[CH:7][C:3]=1[C:4]([NH2:6])=[O:5].[CH3:12][O:13][C:14]1[CH:15]=[C:16]([CH:19]=[C:20]([O:24][CH3:25])[C:21]=1[O:22][CH3:23])[CH:17]=O.OS([O-])=O.[Na+]. Product: [F:11][C:8]1[CH:7]=[C:3]2[C:2](=[CH:10][CH:9]=1)[N:1]=[C:17]([C:16]1[CH:19]=[C:20]([O:24][CH3:25])[C:21]([O:22][CH3:23])=[C:14]([O:13][CH3:12])[CH:15]=1)[N:6]=[C:4]2[OH:5]. The catalyst class is: 44. (2) Reactant: F[C:2]1[CH:9]=[CH:8][C:7]([CH2:10][CH2:11][C:12]2[NH:13][CH:14]=[C:15]([CH2:19][C:20]3[CH:21]=[N:22][C:23]([O:26][CH3:27])=[N:24][CH:25]=3)[C:16](=[O:18])[N:17]=2)=[CH:6][C:3]=1[C:4]#[N:5].[Cl:28][C:29]1[CH:34]=[CH:33][C:32]([OH:35])=[CH:31][C:30]=1[C:36]([F:39])([F:38])[F:37].C([O-])([O-])=O.[K+].[K+]. Product: [Cl:28][C:29]1[CH:34]=[CH:33][C:32]([O:35][C:2]2[CH:9]=[CH:8][C:7]([CH2:10][CH2:11][C:12]3[NH:13][CH:14]=[C:15]([CH2:19][C:20]4[CH:21]=[N:22][C:23]([O:26][CH3:27])=[N:24][CH:25]=4)[C:16](=[O:18])[N:17]=3)=[CH:6][C:3]=2[C:4]#[N:5])=[CH:31][C:30]=1[C:36]([F:37])([F:38])[F:39]. The catalyst class is: 37. (3) Reactant: Br[CH:2]([C:7]1[CH:12]=[CH:11][C:10]([O:13][CH3:14])=[CH:9][CH:8]=1)[C:3]([O:5][CH3:6])=[O:4].CCN(C(C)C)C(C)C.[NH2:24][C:25]1[CH:30]=[CH:29][CH:28]=[CH:27][CH:26]=1. Product: [CH3:6][O:5][C:3](=[O:4])[CH:2]([C:7]1[CH:12]=[CH:11][C:10]([O:13][CH3:14])=[CH:9][CH:8]=1)[NH:24][C:25]1[CH:30]=[CH:29][CH:28]=[CH:27][CH:26]=1. The catalyst class is: 10. (4) Product: [ClH:2].[Cl:2][CH2:3][CH2:4][CH2:5][CH:6]([C:18]1[CH:19]=[CH:20][C:21]([N:24]([CH3:26])[CH3:25])=[CH:22][CH:23]=1)[C:7]([NH:9][NH2:10])=[O:8]. Reactant: Cl.[Cl:2][CH2:3][CH2:4][CH2:5][CH:6]([C:18]1[CH:23]=[CH:22][C:21]([N:24]([CH3:26])[CH3:25])=[CH:20][CH:19]=1)[C:7]([NH:9][NH:10]C(OC(C)(C)C)=O)=[O:8]. The catalyst class is: 13. (5) Reactant: Cl.[CH3:2][O:3][C:4]([C@@H:6]1[C@@H:10]([OH:11])[CH2:9][CH2:8][NH:7]1)=[O:5].CCN(C(C)C)C(C)C.[Cl:21][C:22]1[C:29]([CH3:30])=[C:28]([N:31]=[C:32]=[O:33])[CH:27]=[CH:26][C:23]=1[C:24]#[N:25]. Product: [CH3:2][O:3][C:4]([C@@H:6]1[C@@H:10]([OH:11])[CH2:9][CH2:8][N:7]1[C:32]([NH:31][C:28]1[CH:27]=[CH:26][C:23]([C:24]#[N:25])=[C:22]([Cl:21])[C:29]=1[CH3:30])=[O:33])=[O:5]. The catalyst class is: 2. (6) Reactant: [CH3:1][O:2][C:3]1[CH:12]=[C:11]2[C:6]([CH2:7][CH2:8][CH2:9][CH:10]2[C:13]([OH:15])=O)=[CH:5][CH:4]=1.[CH:16]([C:19]1[CH:25]=[CH:24][C:22]([NH2:23])=[CH:21][CH:20]=1)([CH3:18])[CH3:17].C1C=CC2N(O)N=NC=2C=1.CCN=C=NCCCN(C)C.Cl. Product: [CH:16]([C:19]1[CH:25]=[CH:24][C:22]([NH:23][C:13]([CH:10]2[C:11]3[C:6](=[CH:5][CH:4]=[C:3]([O:2][CH3:1])[CH:12]=3)[CH2:7][CH2:8][CH2:9]2)=[O:15])=[CH:21][CH:20]=1)([CH3:18])[CH3:17]. The catalyst class is: 851.